This data is from Catalyst prediction with 721,799 reactions and 888 catalyst types from USPTO. The task is: Predict which catalyst facilitates the given reaction. (1) Reactant: [CH2:1]([O:8][CH2:9][N:10]1[C:18]2[C:17]([NH2:19])=[N:16][C:15]([CH2:20][CH2:21][CH2:22][CH3:23])=[N:14][C:13]=2[C:12]([C:24]#[C:25][CH2:26][CH2:27][CH2:28]Cl)=[C:11]1[CH3:30])[C:2]1[CH:7]=[CH:6][CH:5]=[CH:4][CH:3]=1.C(N(CC)CC)C.Cl.[F:39][CH:40]1[CH2:45][CH2:44][NH:43][CH2:42][CH2:41]1. Product: [CH2:1]([O:8][CH2:9][N:10]1[C:18]2[C:17]([NH2:19])=[N:16][C:15]([CH2:20][CH2:21][CH2:22][CH3:23])=[N:14][C:13]=2[C:12]([C:24]#[C:25][CH2:26][CH2:27][CH2:28][N:43]2[CH2:44][CH2:45][CH:40]([F:39])[CH2:41][CH2:42]2)=[C:11]1[CH3:30])[C:2]1[CH:7]=[CH:6][CH:5]=[CH:4][CH:3]=1. The catalyst class is: 10. (2) Product: [C:3]1([C@H:9]2[CH2:8][O:10]2)[CH:2]=[CH:1][CH:6]=[CH:5][CH:4]=1. The catalyst class is: 22. Reactant: [CH3:1][CH2:2][CH2:3][CH2:4][CH2:5][CH3:6].C[CH:8]([OH:10])[CH3:9]. (3) Reactant: [CH2:1]([S:7]([O-:10])(=[O:9])=[O:8])[CH2:2][S:3]([O-:6])(=[O:5])=[O:4].[NH2:11][C:12]1[C:13]2[C:14]3[C:15](=[N:27][N:28]([CH2:30][C:31]4[C:36]([Cl:37])=[C:35]([O:38][CH3:39])[C:34]([CH3:40])=[CH:33][N:32]=4)[N:29]=2)[CH:16]=[C:17]([CH2:22][C:23]([NH:25][CH3:26])=[O:24])[C:18]=3[CH2:19][S:20][N:21]=1. Product: [CH2:1]([S:7]([OH:10])(=[O:9])=[O:8])[CH2:2][S:3]([OH:6])(=[O:5])=[O:4].[NH2:11][C:12]1[C:13]2[C:14]3[C:15](=[N:27][N:28]([CH2:30][C:31]4[C:36]([Cl:37])=[C:35]([O:38][CH3:39])[C:34]([CH3:40])=[CH:33][N:32]=4)[N:29]=2)[CH:16]=[C:17]([CH2:22][C:23]([NH:25][CH3:26])=[O:24])[C:18]=3[CH2:19][S:20][N:21]=1. The catalyst class is: 21. (4) Reactant: C1C=CC(P(C2C(C3C(P(C4C=CC=CC=4)C4C=CC=CC=4)=CC=C4C=3C=CC=C4)=C3C(C=CC=C3)=CC=2)C2C=CC=CC=2)=CC=1.Cl[C:48]1[C:53]([C:54]2[CH:59]=[CH:58][N:57]=[CH:56][N:55]=2)=[CH:52][CH:51]=[CH:50][N:49]=1.[C:60]([O:64][C:65](=[O:75])[NH:66][C:67]1[CH:72]=[CH:71][C:70]([CH3:73])=[C:69]([NH2:74])[CH:68]=1)([CH3:63])([CH3:62])[CH3:61].C([O-])([O-])=O.[K+].[K+]. Product: [C:60]([O:64][C:65](=[O:75])[NH:66][C:67]1[CH:72]=[CH:71][C:70]([CH3:73])=[C:69]([NH:74][C:48]2[C:53]([C:54]3[CH:59]=[CH:58][N:57]=[CH:56][N:55]=3)=[CH:52][CH:51]=[CH:50][N:49]=2)[CH:68]=1)([CH3:63])([CH3:61])[CH3:62]. The catalyst class is: 222. (5) Reactant: [C:1]([OH:20])(=[O:19])[CH2:2][CH2:3][CH2:4][CH2:5][CH2:6][CH2:7][CH2:8][CH2:9][CH2:10][CH2:11][CH2:12][CH2:13][CH2:14][CH2:15][CH2:16][CH2:17][CH3:18].[NH3:21].C(O)(=O)CCCCCCCCCCCCCCCCC.O. The catalyst class is: 6. Product: [C:1]([O-:20])(=[O:19])[CH2:2][CH2:3][CH2:4][CH2:5][CH2:6][CH2:7][CH2:8][CH2:9][CH2:10][CH2:11][CH2:12][CH2:13][CH2:14][CH2:15][CH2:16][CH2:17][CH3:18].[NH4+:21]. (6) Reactant: [C:1]([O:5][C:6](=[O:25])[N:7]([CH2:9][C:10]1[CH:14]=[C:13](Br)[N:12]([S:16]([C:19]2[CH:20]=[N:21][CH:22]=[CH:23][CH:24]=2)(=[O:18])=[O:17])[CH:11]=1)[CH3:8])([CH3:4])([CH3:3])[CH3:2].[CH3:26][C:27]1[CH:32]=[C:31]([CH3:33])[CH:30]=[CH:29][C:28]=1B(O)O.C(=O)([O-])[O-].[Na+].[Na+]. Product: [C:1]([O:5][C:6](=[O:25])[N:7]([CH2:9][C:10]1[CH:14]=[C:13]([C:28]2[CH:29]=[CH:30][C:31]([CH3:33])=[CH:32][C:27]=2[CH3:26])[N:12]([S:16]([C:19]2[CH:20]=[N:21][CH:22]=[CH:23][CH:24]=2)(=[O:18])=[O:17])[CH:11]=1)[CH3:8])([CH3:4])([CH3:3])[CH3:2]. The catalyst class is: 73. (7) Reactant: S(=O)(=O)(O)O.[Br:6][C:7]1[CH:12]=[CH:11][C:10]([CH:13]([C:22]2[CH:27]=[CH:26][CH:25]=[CH:24][C:23]=2[CH3:28])[CH:14](C#N)[C:15]([O:17]CC)=[O:16])=[CH:9][CH:8]=1.C(O)(=O)C. Product: [Br:6][C:7]1[CH:12]=[CH:11][C:10]([CH:13]([C:22]2[CH:27]=[CH:26][CH:25]=[CH:24][C:23]=2[CH3:28])[CH2:14][C:15]([OH:17])=[O:16])=[CH:9][CH:8]=1. The catalyst class is: 13. (8) Reactant: [CH2:1]([O:3][C:4](=[O:36])[CH:5]([O:31][CH2:32][CH2:33][CH:34]=[CH2:35])[CH:6]([C:8]1[CH:13]=[C:12]([CH3:14])[C:11]([O:15][CH2:16][CH2:17][C:18]2[N:19]=[C:20]([C:24]3[CH:29]=[CH:28][CH:27]=[CH:26][CH:25]=3)[O:21][C:22]=2[CH3:23])=[C:10]([CH3:30])[CH:9]=1)[OH:7])[CH3:2].C(N(CC)CC)C.[CH3:44][S:45](Cl)(=[O:47])=[O:46]. Product: [CH2:1]([O:3][C:4](=[O:36])[CH:5]([O:31][CH2:32][CH2:33][CH:34]=[CH2:35])[CH:6]([C:8]1[CH:13]=[C:12]([CH3:14])[C:11]([O:15][CH2:16][CH2:17][C:18]2[N:19]=[C:20]([C:24]3[CH:25]=[CH:26][CH:27]=[CH:28][CH:29]=3)[O:21][C:22]=2[CH3:23])=[C:10]([CH3:30])[CH:9]=1)[O:7][S:45]([CH3:44])(=[O:47])=[O:46])[CH3:2]. The catalyst class is: 4. (9) Reactant: [Cl:1][C:2]1[CH:3]=[CH:4][CH:5]=[C:6]2[C:11]=1[N:10]=[C:9]([C:12]1[C:13](Cl)=[N:14][CH:15]=[C:16]([F:18])[CH:17]=1)[C:8]([C@@H:20]([N:22]1[C:30](=[O:31])[C:29]3[C:24](=[CH:25][CH:26]=[CH:27][CH:28]=3)[C:23]1=[O:32])[CH3:21])=[CH:7]2.O1CCO[CH2:35][CH2:34]1. Product: [Cl:1][C:2]1[CH:3]=[CH:4][CH:5]=[C:6]2[C:11]=1[N:10]=[C:9]([C:12]1[C:13]([CH2:34][CH3:35])=[N:14][CH:15]=[C:16]([F:18])[CH:17]=1)[C:8]([C@@H:20]([N:22]1[C:23](=[O:32])[C:24]3[C:29](=[CH:28][CH:27]=[CH:26][CH:25]=3)[C:30]1=[O:31])[CH3:21])=[CH:7]2. The catalyst class is: 492. (10) Reactant: [CH3:1][S:2]([C:4]1[CH:9]=[CH:8][C:7]([N:10]2[C:14]3[CH:15]=[C:16]([C:19]([NH:21][NH2:22])=[O:20])[CH:17]=[CH:18][C:13]=3[N:12]=[CH:11]2)=[CH:6][CH:5]=1)=[O:3].[C:23](=S)=[S:24].C(N(CC)CC)C.[OH-].[Na+]. Product: [CH3:1][S:2]([C:4]1[CH:9]=[CH:8][C:7]([N:10]2[C:14]3[CH:15]=[C:16]([C:19]4[O:20][C:23]([SH:24])=[N:22][N:21]=4)[CH:17]=[CH:18][C:13]=3[N:12]=[CH:11]2)=[CH:6][CH:5]=1)=[O:3]. The catalyst class is: 40.